This data is from CYP1A2 inhibition data for predicting drug metabolism from PubChem BioAssay. The task is: Regression/Classification. Given a drug SMILES string, predict its absorption, distribution, metabolism, or excretion properties. Task type varies by dataset: regression for continuous measurements (e.g., permeability, clearance, half-life) or binary classification for categorical outcomes (e.g., BBB penetration, CYP inhibition). Dataset: cyp1a2_veith. (1) The molecule is O=S1(=O)[C@@H](c2ccccc2)[C@H](N2CCCCC2)[C@H]1[C@H]1CC2c3ccccc3C1c1ccccc12. The result is 0 (non-inhibitor). (2) The drug is Oc1ccccc1CNCc1ccccc1O. The result is 0 (non-inhibitor). (3) The drug is COc1ccc(CCCO[C@@H](Cn2ccnc2)c2ccc(OC)cc2)cc1. The result is 1 (inhibitor). (4) The compound is COc1cccc(CNCCc2c[nH]c3ccccc23)c1OCc1ccccc1F.Cl. The result is 1 (inhibitor).